Dataset: Catalyst prediction with 721,799 reactions and 888 catalyst types from USPTO. Task: Predict which catalyst facilitates the given reaction. (1) Reactant: C(OC(=O)[NH:7][CH2:8][CH2:9][C:10]1[CH:15]=[CH:14][CH:13]=[C:12]([CH2:16][C@H:17]([NH:19][CH2:20][C@@H:21]([C:30]2[CH:39]=[CH:38][C:37]([O:40][CH2:41][C:42]3[CH:47]=[CH:46][CH:45]=[CH:44][CH:43]=3)=[C:36]3[C:31]=2[CH:32]=[CH:33][C:34](=[O:48])[NH:35]3)[O:22][Si:23]([C:26]([CH3:29])([CH3:28])[CH3:27])([CH3:25])[CH3:24])[CH3:18])[CH:11]=1)(C)(C)C.C(=O)(O)[O-].[Na+]. Product: [NH2:7][CH2:8][CH2:9][C:10]1[CH:11]=[C:12]([CH2:16][C@H:17]([NH:19][CH2:20][C@@H:21]([C:30]2[CH:39]=[CH:38][C:37]([O:40][CH2:41][C:42]3[CH:43]=[CH:44][CH:45]=[CH:46][CH:47]=3)=[C:36]3[C:31]=2[CH:32]=[CH:33][C:34](=[O:48])[NH:35]3)[O:22][Si:23]([C:26]([CH3:28])([CH3:27])[CH3:29])([CH3:25])[CH3:24])[CH3:18])[CH:13]=[CH:14][CH:15]=1. The catalyst class is: 617. (2) Reactant: [Cl:1][C:2]1[N:7]=[C:6]([CH3:8])[N:5]=[C:4]([NH2:9])[CH:3]=1.[O:10](C(OC(C)(C)C)=O)[C:11]([O:13][C:14]([CH3:17])([CH3:16])[CH3:15])=O. Product: [Cl:1][C:2]1[N:7]=[C:6]([CH3:8])[N:5]=[C:4]([NH:9][C:11](=[O:10])[O:13][C:14]([CH3:17])([CH3:16])[CH3:15])[CH:3]=1. The catalyst class is: 230. (3) Reactant: [Cl:1][C:2]1[C:7]([Cl:8])=[C:6]([F:9])[CH:5]=[CH:4][C:3]=1[C:10]([N:12]1[CH:17]=[CH:16][C:15]2[N:18]([C:21]3[CH:26]=[N:25][CH:24]=[CH:23][N:22]=3)[N:19]=[N:20][C:14]=2[CH:13]1[CH3:27])=[O:11].C([SiH](CC)CC)C. Product: [Cl:1][C:2]1[C:7]([Cl:8])=[C:6]([F:9])[CH:5]=[CH:4][C:3]=1[C:10]([N:12]1[CH2:17][CH2:16][C:15]2[N:18]([C:21]3[CH:26]=[N:25][CH:24]=[CH:23][N:22]=3)[N:19]=[N:20][C:14]=2[CH:13]1[CH3:27])=[O:11]. The catalyst class is: 137. (4) Reactant: [C:1]([O:5][C:6]([N:8]1[CH2:12][CH2:11][CH:10]([N:13]2[CH:17]=[C:16]([C:18]3[CH:23]=[CH:22][C:21]([F:24])=[C:20]([C:25]([F:28])([F:27])[F:26])[CH:19]=3)[N:15]=[C:14]2[CH:29]2[CH2:34][CH2:33][NH:32][CH2:31][CH2:30]2)[CH2:9]1)=[O:7])([CH3:4])([CH3:3])[CH3:2].C(N(C(C)C)C(C)C)C.[NH2:44][C:45]1[C:50]([C:51]#[N:52])=[C:49](Cl)[N:48]=[CH:47][N:46]=1. Product: [NH2:44][C:45]1[N:46]=[CH:47][N:48]=[C:49]([N:32]2[CH2:33][CH2:34][CH:29]([C:14]3[N:13]([CH:10]4[CH2:11][CH2:12][N:8]([C:6]([O:5][C:1]([CH3:4])([CH3:2])[CH3:3])=[O:7])[CH2:9]4)[CH:17]=[C:16]([C:18]4[CH:23]=[CH:22][C:21]([F:24])=[C:20]([C:25]([F:27])([F:26])[F:28])[CH:19]=4)[N:15]=3)[CH2:30][CH2:31]2)[C:50]=1[C:51]#[N:52]. The catalyst class is: 10. (5) The catalyst class is: 209. Product: [NH:14]1[CH2:15][CH2:16][CH2:17][CH2:18][CH:13]1[C:8]1[NH:9][C:10]2[C:6]([CH:7]=1)=[CH:5][C:4]([NH2:1])=[CH:12][CH:11]=2. Reactant: [N+:1]([C:4]1[CH:5]=[C:6]2[C:10](=[CH:11][CH:12]=1)[NH:9][C:8]([C:13]1[CH:18]=[CH:17][CH:16]=[CH:15][N:14]=1)=[CH:7]2)([O-])=O. (6) Reactant: [CH2:1]([O:8][CH2:9][C@H:10]([OH:13])[CH2:11][OH:12])[C:2]1[CH:7]=[CH:6][CH:5]=[CH:4][CH:3]=1.Br[CH2:15][CH2:16][CH2:17][CH2:18][CH2:19][CH2:20][CH2:21][CH2:22][CH2:23][CH2:24][CH2:25][CH3:26].[OH-].[K+]. Product: [CH2:15]([O:13][C@H:10]([CH2:11][O:12][CH2:26][CH2:25][CH2:24][CH2:23][CH2:22][CH2:21][CH2:20][CH2:19][CH2:18][CH2:17][CH2:16][CH3:15])[CH2:9][O:8][CH2:1][C:2]1[CH:7]=[CH:6][CH:5]=[CH:4][CH:3]=1)[CH2:16][CH2:17][CH2:18][CH2:19][CH2:20][CH2:21][CH2:22][CH2:23][CH2:24][CH2:25][CH3:26]. The catalyst class is: 165.